This data is from Full USPTO retrosynthesis dataset with 1.9M reactions from patents (1976-2016). The task is: Predict the reactants needed to synthesize the given product. (1) Given the product [CH3:14][O:13][C:11]([C:2]1[CH:3]=[CH:4][CH:5]=[C:6]([CH2:7][OH:8])[N:1]=1)=[O:12], predict the reactants needed to synthesize it. The reactants are: [N:1]1[C:6]([C:7](OC)=[O:8])=[CH:5][CH:4]=[CH:3][C:2]=1[C:11]([O:13][CH3:14])=[O:12].[BH4-].[Na+]. (2) The reactants are: Br[C:2]1[C:3](Cl)=[N:4][CH:5]=[C:6]([F:8])[CH:7]=1.[NH2:10][CH2:11][CH:12]1[CH2:17][CH2:16][N:15]([C:18]([O:20]C(C)(C)C)=O)[CH2:14][CH2:13]1.[O:25]([C:32]1[CH:37]=[CH:36][C:35](B(O)O)=[CH:34][CH:33]=1)[C:26]1[CH:31]=[CH:30][CH:29]=[CH:28][CH:27]=1.[C:41](Cl)(=O)[CH:42]=C. Given the product [F:8][C:6]1[CH:7]=[C:2]([C:29]2[CH:30]=[CH:31][C:26]([O:25][C:32]3[CH:37]=[CH:36][CH:35]=[CH:34][CH:33]=3)=[CH:27][CH:28]=2)[C:3]([NH:10][CH2:11][CH:12]2[CH2:13][CH2:14][N:15]([C:18](=[O:20])[CH:41]=[CH2:42])[CH2:16][CH2:17]2)=[N:4][CH:5]=1, predict the reactants needed to synthesize it. (3) Given the product [OH:13][CH2:12][CH2:11][C:10]1[C:5]([C:3]#[N:4])=[CH:6][N:7]=[CH:8][CH:9]=1, predict the reactants needed to synthesize it. The reactants are: [BH4-].[Na+].[C:3]([C:5]1[CH:6]=[N:7][CH:8]=[CH:9][C:10]=1[CH2:11][C:12](OC)=[O:13])#[N:4].C(OCC)(=O)C. (4) Given the product [CH3:20][NH:21][C:3](=[O:2])[CH2:4][C:5]1[CH:10]=[CH:9][C:8]([O:11][CH2:12][C:13]2[CH:18]=[CH:17][CH:16]=[CH:15][CH:14]=2)=[CH:7][CH:6]=1, predict the reactants needed to synthesize it. The reactants are: C[O:2][C:3](=O)[CH2:4][C:5]1[CH:10]=[CH:9][C:8]([O:11][CH2:12][C:13]2[CH:18]=[CH:17][CH:16]=[CH:15][CH:14]=2)=[CH:7][CH:6]=1.[CH3:20][NH2:21]. (5) The reactants are: C1(C)C=CC=CC=1.O1CCCC1.[NH2:13][C:14]1[C:22]2[C:17](=[CH:18][CH:19]=[C:20]([C:23]3[C:28]([Cl:29])=[CH:27][CH:26]=[CH:25][N:24]=3)[CH:21]=2)[N:16](C(OC(C)(C)C)=O)[N:15]=1.[CH2:37]([N:39]=[C:40]=[O:41])[CH3:38]. Given the product [Cl:29][C:28]1[C:23]([C:20]2[CH:21]=[C:22]3[C:17](=[CH:18][CH:19]=2)[NH:16][N:15]=[C:14]3[NH:13][C:40]([NH:39][CH2:37][CH3:38])=[O:41])=[N:24][CH:25]=[CH:26][CH:27]=1, predict the reactants needed to synthesize it. (6) The reactants are: [CH3:1][O:2][C:3]1[CH:8]=[CH:7][C:6]([CH2:9][C:10]([C:12]2[CH:17]=[CH:16][N:15]=[CH:14][CH:13]=2)=[O:11])=[CH:5][CH:4]=1.CO[CH:20](OC)[N:21]([CH3:23])[CH3:22].O. Given the product [CH3:20][N:21]([CH3:23])[CH:22]=[C:9]([C:6]1[CH:5]=[CH:4][C:3]([O:2][CH3:1])=[CH:8][CH:7]=1)[C:10]([C:12]1[CH:13]=[CH:14][N:15]=[CH:16][CH:17]=1)=[O:11], predict the reactants needed to synthesize it.